Predict the reaction yield, written as a fraction of the theoretical maximum amount of product (1.0 means a 100% yield; for example, 0.34 means a 34% yield). From a dataset of Reaction yield outcomes from USPTO patents with 853,638 reactions. (1) The reactants are [I:1][C:2]1[C:10]2[C:5](=[CH:6][CH:7]=[C:8]([NH2:11])[CH:9]=2)[NH:4][N:3]=1.[CH:12]1([CH:17]([C:21]2[CH:26]=[CH:25][CH:24]=[CH:23][C:22]=2[F:27])[C:18](O)=[O:19])[CH2:16][CH2:15][CH2:14][CH2:13]1.CN(C(ON1N=NC2C=CC=CC1=2)=[N+](C)C)C.[B-](F)(F)(F)F.CCN(C(C)C)C(C)C. The catalyst is CO.C(Cl)Cl.CN(C=O)C. The product is [CH:12]1([CH:17]([C:21]2[CH:26]=[CH:25][CH:24]=[CH:23][C:22]=2[F:27])[C:18]([NH:11][C:8]2[CH:9]=[C:10]3[C:5](=[CH:6][CH:7]=2)[NH:4][N:3]=[C:2]3[I:1])=[O:19])[CH2:16][CH2:15][CH2:14][CH2:13]1. The yield is 0.230. (2) The reactants are [C:1]1([C@@H:7]2[CH2:9][O:8]2)[CH:6]=[CH:5][CH:4]=[CH:3][CH:2]=1.CCOCC.[Mg+2].[Br-].[Br-].[CH2:18]([NH:21][CH2:22][CH:23]=[CH2:24])[CH:19]=[CH2:20].[Cl-].[NH4+]. The catalyst is O1CCCC1. The product is [CH2:18]([N:21]([C@@H:7]([C:1]1[CH:6]=[CH:5][CH:4]=[CH:3][CH:2]=1)[CH2:9][OH:8])[CH2:22][CH:23]=[CH2:24])[CH:19]=[CH2:20]. The yield is 0.970.